From a dataset of Full USPTO retrosynthesis dataset with 1.9M reactions from patents (1976-2016). Predict the reactants needed to synthesize the given product. Given the product [CH2:1]([C:3]1[C:4]([C:5]([O:7][CH2:8][CH3:9])=[O:6])=[N:24][N:23]([C:17]2[CH:22]=[CH:21][CH:20]=[CH:19][CH:18]=2)[C:11]=1[CH2:12][CH:13]([CH3:15])[CH3:14])[CH3:2], predict the reactants needed to synthesize it. The reactants are: [CH2:1](/[C:3](/[C:11](=O)[CH2:12][CH:13]([CH3:15])[CH3:14])=[C:4](/O)\[C:5]([O:7][CH2:8][CH3:9])=[O:6])[CH3:2].[C:17]1([NH:23][NH2:24])[CH:22]=[CH:21][CH:20]=[CH:19][CH:18]=1.Cl.